Dataset: Peptide-MHC class I binding affinity with 185,985 pairs from IEDB/IMGT. Task: Regression. Given a peptide amino acid sequence and an MHC pseudo amino acid sequence, predict their binding affinity value. This is MHC class I binding data. The peptide sequence is CLIPTAMAF. The MHC is HLA-A23:01 with pseudo-sequence HLA-A23:01. The binding affinity (normalized) is 0.435.